From a dataset of Full USPTO retrosynthesis dataset with 1.9M reactions from patents (1976-2016). Predict the reactants needed to synthesize the given product. (1) Given the product [N:20]([CH2:4][CH2:3][C:2]([CH3:6])([S:7]([C:10]1[CH:15]=[CH:14][CH:13]=[C:12]([C:16]([F:19])([F:18])[F:17])[CH:11]=1)(=[O:9])=[O:8])[CH3:1])=[N+:21]=[N-:22], predict the reactants needed to synthesize it. The reactants are: [CH3:1][C:2]([S:7]([C:10]1[CH:15]=[CH:14][CH:13]=[C:12]([C:16]([F:19])([F:18])[F:17])[CH:11]=1)(=[O:9])=[O:8])([CH3:6])[CH2:3][CH2:4]O.[N-:20]=[N+:21]=[N-:22].[Na+]. (2) Given the product [I-:27].[CH3:1][O:2][C:3]1[C:8]([O:9][CH3:10])=[CH:7][C:6]([C:11]2[O:12][CH2:13][C:14]([CH3:16])([CH3:17])[N+:15]=2[CH3:28])=[C:5]([CH:18]([CH3:26])[CH2:19][C:20]2[CH:21]=[CH:22][CH:23]=[CH:24][CH:25]=2)[CH:4]=1, predict the reactants needed to synthesize it. The reactants are: [CH3:1][O:2][C:3]1[C:8]([O:9][CH3:10])=[CH:7][C:6]([C:11]2[O:12][CH2:13][C:14]([CH3:17])([CH3:16])[N:15]=2)=[C:5]([CH:18]([CH3:26])[CH2:19][C:20]2[CH:25]=[CH:24][CH:23]=[CH:22][CH:21]=2)[CH:4]=1.[I:27][CH3:28]. (3) The reactants are: [F:1][C:2]1[CH:22]=[CH:21][CH:20]=[C:19]([F:23])[C:3]=1[CH2:4][O:5][C:6]1[C:7]2[N:8]([C:12]([C:16]([OH:18])=O)=[C:13]([CH3:15])[N:14]=2)[CH:9]=[CH:10][CH:11]=1.Cl.C[N:26](C)CCCN=C=NCC.O.ON1C2C=CC=CC=2N=N1.[Cl-].[NH4+].C(N(CC)C(C)C)(C)C. Given the product [F:23][C:19]1[CH:20]=[CH:21][CH:22]=[C:2]([F:1])[C:3]=1[CH2:4][O:5][C:6]1[C:7]2[N:8]([C:12]([C:16]([NH2:26])=[O:18])=[C:13]([CH3:15])[N:14]=2)[CH:9]=[CH:10][CH:11]=1, predict the reactants needed to synthesize it.